From a dataset of Full USPTO retrosynthesis dataset with 1.9M reactions from patents (1976-2016). Predict the reactants needed to synthesize the given product. Given the product [CH3:1][O:2][C:3]([C:4]1[CH:9]=[CH:8][C:7]2[N:10]=[C:12]([C:14]3[N:15]([CH3:22])[CH:16]=[C:17]([N+:19]([O-:21])=[O:20])[CH:18]=3)[NH:11][C:6]=2[C:5]=1[O:23][CH3:24])=[O:25], predict the reactants needed to synthesize it. The reactants are: [CH3:1][O:2][C:3](=[O:25])[C:4]1[CH:9]=[CH:8][C:7]([NH2:10])=[C:6]([NH:11][C:12]([C:14]2[N:15]([CH3:22])[CH:16]=[C:17]([N+:19]([O-:21])=[O:20])[CH:18]=2)=O)[C:5]=1[O:23][CH3:24].